Task: Predict the reaction yield, written as a fraction of the theoretical maximum amount of product (1.0 means a 100% yield; for example, 0.34 means a 34% yield).. Dataset: Reaction yield outcomes from USPTO patents with 853,638 reactions (1) The reactants are Cl[C:2]1[CH:3]=[C:4]([C:9]2[N:13]3[CH:14]=[CH:15][C:16]([C:19]([OH:22])([CH3:21])[CH3:20])=[C:17]([F:18])[C:12]3=[N:11][CH:10]=2)[CH:5]=[CH:6][C:7]=1[F:8].[O:23]1[C:27]2[CH:28]=[CH:29][C:30](B(O)O)=[CH:31][C:26]=2[O:25][CH2:24]1. No catalyst specified. The product is [O:23]1[C:27]2[CH:28]=[CH:29][C:30]([C:2]3[CH:3]=[C:4]([C:9]4[N:13]5[CH:14]=[CH:15][C:16]([C:19]([OH:22])([CH3:21])[CH3:20])=[C:17]([F:18])[C:12]5=[N:11][CH:10]=4)[CH:5]=[CH:6][C:7]=3[F:8])=[CH:31][C:26]=2[O:25][CH2:24]1. The yield is 0.0400. (2) The reactants are [S:1]1[CH:5]=[CH:4][CH:3]=[C:2]1[S:6]([NH2:9])(=[O:8])=[O:7].[CH3:10][O-].[Na+].C=O.[P:15]([O:20]C)([O:18][CH3:19])[O:16][CH3:17]. The catalyst is CO. The product is [CH3:17][O:16][P:15]([CH2:10][NH:9][S:6]([C:2]1[S:1][CH:5]=[CH:4][CH:3]=1)(=[O:8])=[O:7])(=[O:20])[O:18][CH3:19]. The yield is 0.340.